This data is from Full USPTO retrosynthesis dataset with 1.9M reactions from patents (1976-2016). The task is: Predict the reactants needed to synthesize the given product. The reactants are: [NH2:1][CH2:2][CH2:3][CH2:4][CH2:5][N:6]1[CH2:11][CH2:10][CH:9]([C:12]2[CH:13]=[C:14]([NH:18][C:19](=[O:23])[CH:20]([CH3:22])[CH3:21])[CH:15]=[CH:16][CH:17]=2)[CH2:8][CH2:7]1.[CH3:24][O:25][C:26]1[CH:27]=[C:28]([CH:32]=[CH:33][C:34]=1[O:35][CH3:36])[C:29](Cl)=[O:30]. Given the product [C:19]([NH:18][C:14]1[CH:13]=[C:12]([CH:9]2[CH2:8][CH2:7][N:6]([CH2:5][CH2:4][CH2:3][CH2:2][NH:1][C:29](=[O:30])[C:28]3[CH:32]=[CH:33][C:34]([O:35][CH3:36])=[C:26]([O:25][CH3:24])[CH:27]=3)[CH2:11][CH2:10]2)[CH:17]=[CH:16][CH:15]=1)(=[O:23])[CH:20]([CH3:21])[CH3:22], predict the reactants needed to synthesize it.